Predict the reactants needed to synthesize the given product. From a dataset of Full USPTO retrosynthesis dataset with 1.9M reactions from patents (1976-2016). (1) The reactants are: Br[C:2]1[C:3]2[C:8]([N:9]=[C:10]3[C:15]=1[CH:14]=[CH:13][C:12]([C:16]1[CH:21]=[C:20]([CH3:22])[CH:19]=[C:18]([CH3:23])[CH:17]=1)=[CH:11]3)=[CH:7][CH:6]=[CH:5][CH:4]=2.[Li]CCCC.[Sn:29](Cl)([CH3:32])([CH3:31])[CH3:30]. Given the product [CH3:23][C:18]1[CH:17]=[C:16]([C:12]2[CH:13]=[CH:14][C:15]3[C:10]([CH:11]=2)=[N:9][C:8]2[C:3](=[CH:4][CH:5]=[CH:6][CH:7]=2)[C:2]=3[Sn:29]([CH3:32])([CH3:31])[CH3:30])[CH:21]=[C:20]([CH3:22])[CH:19]=1, predict the reactants needed to synthesize it. (2) Given the product [CH3:37][C:31]1([CH3:38])[C:30]2[C:34](=[CH:35][C:27]([NH:26][C:4]3[N:9]=[CH:8][C:7]4=[CH:10][CH:11]=[C:12]([C:13]5[CH:14]=[C:15]([CH:23]=[CH:24][CH:25]=5)[CH2:16][N:17]([CH3:22])[S:18]([CH3:21])(=[O:20])=[O:19])[N:6]4[N:5]=3)=[CH:28][CH:29]=2)[NH:33][C:32]1=[O:36], predict the reactants needed to synthesize it. The reactants are: CS([C:4]1[N:9]=[CH:8][C:7]2=[CH:10][CH:11]=[C:12]([C:13]3[CH:14]=[C:15]([CH:23]=[CH:24][CH:25]=3)[CH2:16][N:17]([CH3:22])[S:18]([CH3:21])(=[O:20])=[O:19])[N:6]2[N:5]=1)=O.[NH2:26][C:27]1[CH:35]=[C:34]2[C:30]([C:31]([CH3:38])([CH3:37])[C:32](=[O:36])[NH:33]2)=[CH:29][CH:28]=1. (3) Given the product [CH:20]1([CH2:19][CH2:18][CH2:17][C@@H:8]([C:6]2[O:5][N:4]=[C:3]([CH2:2][NH:1][S:31]([C:28]3[NH:29][CH:30]=[N:26][N:27]=3)(=[O:33])=[O:32])[N:7]=2)[CH2:9][C:10]([O:12][C:13]([CH3:15])([CH3:16])[CH3:14])=[O:11])[CH2:21][CH2:22][CH2:23][CH2:24][CH2:25]1, predict the reactants needed to synthesize it. The reactants are: [NH2:1][CH2:2][C:3]1[N:7]=[C:6]([C@H:8]([CH2:17][CH2:18][CH2:19][CH:20]2[CH2:25][CH2:24][CH2:23][CH2:22][CH2:21]2)[CH2:9][C:10]([O:12][C:13]([CH3:16])([CH3:15])[CH3:14])=[O:11])[O:5][N:4]=1.[N:26]1[N:27]=[C:28]([S:31](Cl)(=[O:33])=[O:32])[NH:29][CH:30]=1. (4) Given the product [CH:40]([S:42]([N:21]1[CH2:22][C:19]([CH2:23][C:24]#[N:25])([N:17]2[CH:18]=[C:14]([C:12]3[N:11]4[CH:26]=[CH:27][N:28]=[C:10]4[CH:9]=[C:8]([C:6]4[CH:5]=[N:4][N:3]([CH3:2])[CH:7]=4)[N:13]=3)[CH:15]=[N:16]2)[CH2:20]1)(=[O:44])=[O:43])([CH3:41])[CH3:39], predict the reactants needed to synthesize it. The reactants are: Cl.[CH3:2][N:3]1[CH:7]=[C:6]([C:8]2[N:13]=[C:12]([C:14]3[CH:15]=[N:16][N:17]([C:19]4([CH2:23][C:24]#[N:25])[CH2:22][NH:21][CH2:20]4)[CH:18]=3)[N:11]3[CH:26]=[CH:27][N:28]=[C:10]3[CH:9]=2)[CH:5]=[N:4]1.C(Cl)Cl.C(N(CC)CC)C.[CH3:39][CH:40]([S:42](Cl)(=[O:44])=[O:43])[CH3:41]. (5) Given the product [N:23]1([C:21]([C:5]2[CH:4]=[CH:3][C:2]([N:1]3[CH:31]=[CH:35][CH:34]=[CH:33]3)=[CH:7][C:6]=2[NH:8][S:9]([C:12]2[C:17]3=[N:18][S:19][N:20]=[C:16]3[CH:15]=[CH:14][CH:13]=2)(=[O:11])=[O:10])=[O:22])[CH2:24][CH2:25][CH2:26][CH2:27][CH2:28]1, predict the reactants needed to synthesize it. The reactants are: [NH2:1][C:2]1[CH:3]=[CH:4][C:5]([C:21]([N:23]2[CH2:28][CH2:27][CH2:26][CH2:25][CH2:24]2)=[O:22])=[C:6]([NH:8][S:9]([C:12]2[C:17]3=[N:18][S:19][N:20]=[C:16]3[CH:15]=[CH:14][CH:13]=2)(=[O:11])=[O:10])[CH:7]=1.CO[CH:31]1[CH2:35][CH2:34][CH:33](OC)O1. (6) Given the product [CH2:11]([C:15]1[CH:20]=[C:19]([CH3:21])[N:18]=[C:17]([O:22][CH3:23])[C:16]=1[CH2:24][NH:25][C:5](=[O:7])[C:4]1[CH:8]=[CH:9][N:10]=[C:2]([Cl:1])[CH:3]=1)[CH2:12][CH:13]=[CH2:14], predict the reactants needed to synthesize it. The reactants are: [Cl:1][C:2]1[CH:3]=[C:4]([CH:8]=[CH:9][N:10]=1)[C:5]([OH:7])=O.[CH2:11]([C:15]1[CH:20]=[C:19]([CH3:21])[N:18]=[C:17]([O:22][CH3:23])[C:16]=1[CH2:24][NH2:25])[CH2:12][CH:13]=[CH2:14].C1C=NC2N(O)N=NC=2C=1.C(Cl)CCl.CN1CCOCC1. (7) Given the product [F:15][C:12]1[CH:13]=[CH:14][C:9]([C:4]([OH:8])([CH2:5][CH:6]=[CH2:7])[CH2:3][CH2:2][NH:25][C@H:23]([C:19]2[CH:20]=[CH:21][CH:22]=[C:17]([F:16])[CH:18]=2)[CH3:24])=[CH:10][CH:11]=1, predict the reactants needed to synthesize it. The reactants are: Cl[CH2:2][CH2:3][C:4]([C:9]1[CH:14]=[CH:13][C:12]([F:15])=[CH:11][CH:10]=1)([OH:8])[CH2:5][CH:6]=[CH2:7].[F:16][C:17]1[CH:18]=[C:19]([C@@H:23]([NH2:25])[CH3:24])[CH:20]=[CH:21][CH:22]=1.C([O-])([O-])=O.[K+].[K+].